From a dataset of NCI-60 drug combinations with 297,098 pairs across 59 cell lines. Regression. Given two drug SMILES strings and cell line genomic features, predict the synergy score measuring deviation from expected non-interaction effect. (1) Drug 1: C(CC(=O)O)C(=O)CN.Cl. Drug 2: B(C(CC(C)C)NC(=O)C(CC1=CC=CC=C1)NC(=O)C2=NC=CN=C2)(O)O. Cell line: TK-10. Synergy scores: CSS=34.7, Synergy_ZIP=-1.43, Synergy_Bliss=0.161, Synergy_Loewe=-37.8, Synergy_HSA=0.685. (2) Drug 1: CS(=O)(=O)OCCCCOS(=O)(=O)C. Drug 2: C1CC(=O)NC(=O)C1N2C(=O)C3=CC=CC=C3C2=O. Cell line: MDA-MB-231. Synergy scores: CSS=6.86, Synergy_ZIP=-2.63, Synergy_Bliss=1.00, Synergy_Loewe=-3.39, Synergy_HSA=-0.314. (3) Drug 1: CNC(=O)C1=CC=CC=C1SC2=CC3=C(C=C2)C(=NN3)C=CC4=CC=CC=N4. Drug 2: C#CCC(CC1=CN=C2C(=N1)C(=NC(=N2)N)N)C3=CC=C(C=C3)C(=O)NC(CCC(=O)O)C(=O)O. Cell line: SNB-19. Synergy scores: CSS=2.72, Synergy_ZIP=-0.806, Synergy_Bliss=0.488, Synergy_Loewe=0.357, Synergy_HSA=0.0103. (4) Drug 1: C1=C(C(=O)NC(=O)N1)F. Drug 2: CCC(=C(C1=CC=CC=C1)C2=CC=C(C=C2)OCCN(C)C)C3=CC=CC=C3.C(C(=O)O)C(CC(=O)O)(C(=O)O)O. Cell line: HCT-15. Synergy scores: CSS=31.6, Synergy_ZIP=-2.93, Synergy_Bliss=-8.44, Synergy_Loewe=-11.7, Synergy_HSA=-8.21. (5) Drug 1: CC1=C2C(C(=O)C3(C(CC4C(C3C(C(C2(C)C)(CC1OC(=O)C(C(C5=CC=CC=C5)NC(=O)C6=CC=CC=C6)O)O)OC(=O)C7=CC=CC=C7)(CO4)OC(=O)C)O)C)OC(=O)C. Drug 2: C1=CC=C(C=C1)NC(=O)CCCCCCC(=O)NO. Cell line: RXF 393. Synergy scores: CSS=4.71, Synergy_ZIP=-4.06, Synergy_Bliss=-1.88, Synergy_Loewe=-2.53, Synergy_HSA=-0.860.